From a dataset of Full USPTO retrosynthesis dataset with 1.9M reactions from patents (1976-2016). Predict the reactants needed to synthesize the given product. Given the product [NH2:8][C:9]1[N:14]=[CH:13][N:12]=[C:11]2[N:15]([CH2:26][CH2:27][N:28]([CH2:29][C:30]3[CH:35]=[CH:34][CH:33]=[CH:32][CH:31]=3)[C:43](=[O:46])[CH2:44][CH3:45])[N:16]=[C:17]([C:18]3[CH:19]=[C:20]([OH:25])[CH:21]=[C:22]([F:24])[CH:23]=3)[C:10]=12, predict the reactants needed to synthesize it. The reactants are: OC(C(F)(F)F)=O.[NH2:8][C:9]1[N:14]=[CH:13][N:12]=[C:11]2[N:15]([CH2:26][CH2:27][NH:28][CH2:29][C:30]3[CH:35]=[CH:34][CH:33]=[CH:32][CH:31]=3)[N:16]=[C:17]([C:18]3[CH:19]=[C:20]([OH:25])[CH:21]=[C:22]([F:24])[CH:23]=3)[C:10]=12.C(N(CC)CC)C.[C:43](Cl)(=[O:46])[CH2:44][CH3:45].